From a dataset of Catalyst prediction with 721,799 reactions and 888 catalyst types from USPTO. Predict which catalyst facilitates the given reaction. Product: [Si:20]([O:15][C:13]1[CH:14]=[C:9]([C:7](=[O:8])[CH3:6])[CH:10]=[CH:11][CH:12]=1)([C:17]([CH3:19])([CH3:18])[CH3:16])([CH3:22])[CH3:21]. Reactant: N1C=CN=C1.[CH3:6][C:7]([C:9]1[CH:10]=[CH:11][CH:12]=[C:13]([OH:15])[CH:14]=1)=[O:8].[CH3:16][C:17]([Si:20](Cl)([CH3:22])[CH3:21])([CH3:19])[CH3:18].CCCCCC. The catalyst class is: 3.